From a dataset of Full USPTO retrosynthesis dataset with 1.9M reactions from patents (1976-2016). Predict the reactants needed to synthesize the given product. (1) Given the product [ClH:2].[OH:5][CH2:6][C:7]([CH2:12][OH:13])([CH2:10][OH:11])[CH2:8][OH:9], predict the reactants needed to synthesize it. The reactants are: P(Cl)(Cl)[Cl:2].[OH:5][CH2:6][C:7]([CH2:12][OH:13])([CH2:10][OH:11])[CH2:8][OH:9].ClP1OCC2(COP(Cl)OC2)CO1.P(OCC(CO)(CO)CO)(Cl)Cl. (2) Given the product [ClH:40].[NH2:7][CH2:8][C@@H:9]1[CH2:11][C@H:10]1[C:12]1[CH:17]=[CH:16][CH:15]=[CH:14][C:13]=1[NH:18][C:19]([NH:21][C:22]1[CH:23]=[CH:24][C:25]([C:28]([F:29])([F:30])[F:31])=[CH:26][CH:27]=1)=[O:20], predict the reactants needed to synthesize it. The reactants are: C(OC(=O)[NH:7][CH2:8][C@@H:9]1[CH2:11][C@H:10]1[C:12]1[CH:17]=[CH:16][CH:15]=[CH:14][C:13]=1[NH:18][C:19]([NH:21][C:22]1[CH:27]=[CH:26][C:25]([C:28]([F:31])([F:30])[F:29])=[CH:24][CH:23]=1)=[O:20])(C)(C)C.C(O)(C(F)(F)F)=O.[ClH:40].CCOCC. (3) The reactants are: [BH-](OC(C)=O)(OC(C)=O)OC(C)=O.[Na+].[CH:15]([C:17]1[C:18]([C:22]2[NH:26][CH:25]=[C:24]([C:27]#[N:28])[CH:23]=2)=[N:19][NH:20][CH:21]=1)=O.[CH3:29][C@@H:30]1[CH2:35][NH:34][CH2:33][CH2:32][N:31]1[C:36]1[CH:41]=[CH:40][C:39]([C:42]([F:45])([F:44])[F:43])=[CH:38][N:37]=1.C(O)(=O)C.C(=O)([O-])[O-].[Na+].[Na+]. Given the product [CH3:29][C@H:30]1[N:31]([C:36]2[CH:41]=[CH:40][C:39]([C:42]([F:45])([F:43])[F:44])=[CH:38][N:37]=2)[CH2:32][CH2:33][N:34]([CH2:15][C:17]2[C:18]([C:22]3[NH:26][CH:25]=[C:24]([C:27]#[N:28])[CH:23]=3)=[N:19][NH:20][CH:21]=2)[CH2:35]1, predict the reactants needed to synthesize it.